This data is from Reaction yield outcomes from USPTO patents with 853,638 reactions. The task is: Predict the reaction yield, written as a fraction of the theoretical maximum amount of product (1.0 means a 100% yield; for example, 0.34 means a 34% yield). (1) The reactants are [CH3:1][N:2]1[C:6]([C:7]2[CH:12]=[CH:11][CH:10]=[CH:9][CH:8]=2)=[CH:5][CH:4]=[C:3]1[C:13]1[CH:14]=[C:15]2[C:20](=[CH:21][CH:22]=1)[CH:19]=[C:18]([OH:23])[CH:17]=[CH:16]2.[CH3:24][O:25][C:26](=[O:43])[CH:27](OS(C(F)(F)F)(=O)=O)[CH2:28][C:29]1[CH:34]=[CH:33][CH:32]=[CH:31][CH:30]=1.C(=O)([O-])[O-].[Cs+].[Cs+]. No catalyst specified. The product is [CH3:1][N:2]1[C:6]([C:7]2[CH:8]=[CH:9][CH:10]=[CH:11][CH:12]=2)=[CH:5][CH:4]=[C:3]1[C:13]1[CH:14]=[C:15]2[C:20](=[CH:21][CH:22]=1)[CH:19]=[C:18]([O:23][CH:27]([CH2:28][C:29]1[CH:34]=[CH:33][CH:32]=[CH:31][CH:30]=1)[C:26]([O:25][CH3:24])=[O:43])[CH:17]=[CH:16]2. The yield is 0.940. (2) The reactants are [Br:1][C:2]1[CH:13]=[CH:12][C:5]([CH2:6][O:7][CH2:8][C:9]([OH:11])=O)=[CH:4][CH:3]=1.[CH2:14]([O:21][C:22](=[O:32])[NH:23][CH2:24][C:25]1[CH:30]=[CH:29][CH:28]=[C:27]([NH2:31])[CH:26]=1)[C:15]1[CH:20]=[CH:19][CH:18]=[CH:17][CH:16]=1.CCN=C=NCCCN(C)C.C1C=NC2N(O)N=NC=2C=1.CCN(C(C)C)C(C)C. The catalyst is CN(C=O)C. The product is [Br:1][C:2]1[CH:3]=[CH:4][C:5]([CH2:6][O:7][CH2:8][C:9]([NH:31][C:27]2[CH:26]=[C:25]([CH:30]=[CH:29][CH:28]=2)[CH2:24][NH:23][C:22](=[O:32])[O:21][CH2:14][C:15]2[CH:20]=[CH:19][CH:18]=[CH:17][CH:16]=2)=[O:11])=[CH:12][CH:13]=1. The yield is 0.620. (3) The reactants are [CH3:1][C:2]1[CH:7]=[CH:6][C:5]([NH:8][C:9](=[O:22])[C:10]2[CH:15]=[CH:14][CH:13]=[C:12]([N:16]3[CH2:21][CH2:20][O:19][CH2:18][CH2:17]3)[CH:11]=2)=[CH:4][C:3]=1[NH:23][C:24](=[O:36])[C:25]1[CH:30]=[CH:29][CH:28]=[C:27]([NH:31][S:32]([CH3:35])(=[O:34])=[O:33])[CH:26]=1.[CH2:37](I)[CH3:38]. No catalyst specified. The product is [CH3:1][C:2]1[CH:7]=[CH:6][C:5]([NH:8][C:9](=[O:22])[C:10]2[CH:15]=[CH:14][CH:13]=[C:12]([N:16]3[CH2:17][CH2:18][O:19][CH2:20][CH2:21]3)[CH:11]=2)=[CH:4][C:3]=1[NH:23][C:24](=[O:36])[C:25]1[CH:30]=[CH:29][CH:28]=[C:27]([N:31]([S:32]([CH3:35])(=[O:33])=[O:34])[CH2:37][CH3:38])[CH:26]=1. The yield is 0.640. (4) The reactants are [C:1]([O:5][C:6]([N:8]1[CH2:14][CH2:13][CH2:12][C:11](=O)[CH2:10][CH2:9]1)=[O:7])([CH3:4])([CH3:3])[CH3:2].[C:16]1([C@H:22]([NH2:24])[CH3:23])[CH:21]=[CH:20][CH:19]=[CH:18][CH:17]=1.C(O)(=O)C. The catalyst is C1COCC1. The product is [C:16]1([C@H:22]([NH:24][CH:11]2[CH2:12][CH2:13][CH2:14][N:8]([C:6]([O:5][C:1]([CH3:4])([CH3:3])[CH3:2])=[O:7])[CH2:9][CH2:10]2)[CH3:23])[CH:21]=[CH:20][CH:19]=[CH:18][CH:17]=1. The yield is 0.670. (5) The reactants are Cl[C:2]1[C:7]([N+:8]([O-:10])=[O:9])=[CH:6][C:5]([Cl:11])=[CH:4][N:3]=1.[NH2:12][CH2:13][C@@H:14]1[CH2:18][CH2:17][N:16]([C:19]([O:21][C:22]([CH3:25])([CH3:24])[CH3:23])=[O:20])[CH2:15]1.C(N(CC)CC)C. The catalyst is C(O)C. The product is [Cl:11][C:5]1[CH:6]=[C:7]([N+:8]([O-:10])=[O:9])[C:2]([NH:12][CH2:13][C@@H:14]2[CH2:18][CH2:17][N:16]([C:19]([O:21][C:22]([CH3:25])([CH3:24])[CH3:23])=[O:20])[CH2:15]2)=[N:3][CH:4]=1. The yield is 0.410. (6) The reactants are [OH:1][CH2:2][CH2:3][O:4][CH2:5][CH2:6][O:7][CH2:8][CH2:9][O:10][CH2:11][CH2:12][OH:13].Br[C:15]12[CH2:24][CH:19]3[CH2:20][CH:21]([CH2:23][CH:17]([CH2:18]3)[CH2:16]1)[CH2:22]2.CCN(CC)CC.C1CCN2C(=NCCC2)CC1. The catalyst is Cl.CCOC(C)=O. The product is [C:15]12([O:13][CH2:12][CH2:11][O:10][CH2:9][CH2:8][O:7][CH2:6][CH2:5][O:4][CH2:3][CH2:2][OH:1])[CH2:24][CH:19]3[CH2:20][CH:21]([CH2:23][CH:17]([CH2:18]3)[CH2:16]1)[CH2:22]2. The yield is 0.300. (7) The reactants are C(OC([NH:11][C:12]1[C:13](=[O:27])[N:14]([CH2:19][C:20]([O:22][C:23]([CH3:26])([CH3:25])[CH3:24])=[O:21])[C:15]([CH3:18])=[CH:16][CH:17]=1)=O)C1C=CC=CC=1. The catalyst is C(O)C.[Pd]. The product is [NH2:11][C:12]1[C:13](=[O:27])[N:14]([CH2:19][C:20]([O:22][C:23]([CH3:26])([CH3:25])[CH3:24])=[O:21])[C:15]([CH3:18])=[CH:16][CH:17]=1. The yield is 0.970. (8) The reactants are C[O:2][C:3](=[O:26])[CH2:4][CH2:5][CH2:6][CH2:7][CH2:8][NH:9][C:10](=[O:25])[CH:11]=[C:12]1[C:24]2[CH:23]=[CH:22][CH:21]=[CH:20][C:19]=2[C:18]2[C:13]1=[CH:14][CH:15]=[CH:16][CH:17]=2.CO.[Li+].[OH-].Cl. The catalyst is O. The product is [CH:14]1[C:13]2[C:12](=[CH:11][C:10]([NH:9][CH2:8][CH2:7][CH2:6][CH2:5][CH2:4][C:3]([OH:26])=[O:2])=[O:25])[C:24]3[C:19](=[CH:20][CH:21]=[CH:22][CH:23]=3)[C:18]=2[CH:17]=[CH:16][CH:15]=1. The yield is 0.840.